From a dataset of Full USPTO retrosynthesis dataset with 1.9M reactions from patents (1976-2016). Predict the reactants needed to synthesize the given product. (1) Given the product [CH3:1][O:2][C:3](=[O:13])[CH2:4][CH2:5][C:6]1([CH3:12])[CH2:11][CH2:10][O:9][CH2:8][CH2:7]1, predict the reactants needed to synthesize it. The reactants are: [CH3:1][O:2][C:3](=[O:13])[CH:4]=[CH:5][C:6]1([CH3:12])[CH2:11][CH2:10][O:9][CH2:8][CH2:7]1.[H][H]. (2) Given the product [CH:2]([C:3]1[CH:4]=[CH:5][C:6]([CH2:9][CH2:10][CH2:11][C:12]2[N:13]=[C:14]([NH:17][C:18](=[O:20])[CH3:19])[S:15][CH:16]=2)=[CH:7][CH:8]=1)=[O:1], predict the reactants needed to synthesize it. The reactants are: [OH:1][CH2:2][C:3]1[CH:8]=[CH:7][C:6]([CH2:9][CH2:10][CH2:11][C:12]2[N:13]=[C:14]([NH:17][C:18](=[O:20])[CH3:19])[S:15][CH:16]=2)=[CH:5][CH:4]=1. (3) Given the product [S:27](=[O:29])(=[O:28])([OH:31])[OH:30].[C:1]([O:4][C:5]1[S:13][C:12]2[CH2:11][CH2:10][N:9]([CH:14]([C:22]([CH:24]3[CH2:26][CH2:25]3)=[O:23])[C:15]3[CH:20]=[CH:19][CH:18]=[CH:17][C:16]=3[F:21])[CH2:8][C:7]=2[CH:6]=1)(=[O:3])[CH3:2], predict the reactants needed to synthesize it. The reactants are: [C:1]([O:4][C:5]1[S:13][C:12]2[CH2:11][CH2:10][N:9]([CH:14]([C:22]([CH:24]3[CH2:26][CH2:25]3)=[O:23])[C:15]3[CH:20]=[CH:19][CH:18]=[CH:17][C:16]=3[F:21])[CH2:8][C:7]=2[CH:6]=1)(=[O:3])[CH3:2].[S:27](=[O:31])(=[O:30])([OH:29])[OH:28]. (4) Given the product [Br:1][C:2]1[CH:3]=[C:4](/[CH:7]=[CH:8]/[C:9]([N:12]=[N+:13]=[N-:14])=[O:10])[O:5][CH:6]=1, predict the reactants needed to synthesize it. The reactants are: [Br:1][C:2]1[CH:3]=[C:4](/[CH:7]=[CH:8]/[C:9](Cl)=[O:10])[O:5][CH:6]=1.[N-:12]=[N+:13]=[N-:14].[Na+].C(OCC)(=O)C. (5) Given the product [CH3:31][CH:32]([CH3:37])[CH2:33][C:34](/[N:7]=[C:5]1\[S:6][C:2]([CH3:1])=[CH:3][N:4]\1[C:8]1[CH:21]=[CH:20][C:11]2[O:12][C:13]([F:19])([F:18])[C:14]([F:16])([F:17])[O:15][C:10]=2[CH:9]=1)=[O:35], predict the reactants needed to synthesize it. The reactants are: [CH2:1]=[C:2]1[S:6][C:5](=[NH:7])[N:4]([C:8]2[CH:21]=[CH:20][C:11]3[O:12][C:13]([F:19])([F:18])[C:14]([F:17])([F:16])[O:15][C:10]=3[CH:9]=2)[CH2:3]1.CCN(C(C)C)C(C)C.[CH3:31][CH:32]([CH3:37])[CH2:33][C:34](Cl)=[O:35]. (6) Given the product [F:9][C:3]1[C:2]([NH2:1])=[CH:7][C:6]([N:10]2[CH2:11][CH2:12][O:13][CH2:16][CH2:17]2)=[CH:5][N:4]=1, predict the reactants needed to synthesize it. The reactants are: [NH2:1][C:2]1[C:3]([F:9])=[N:4][CH:5]=[C:6](Br)[CH:7]=1.[NH:10]1[CH2:17][CH2:16]C[C@H:11]1[C:12](O)=[O:13].C(=O)([O-])[O-].[K+].[K+].N1CCOCC1.